Dataset: Catalyst prediction with 721,799 reactions and 888 catalyst types from USPTO. Task: Predict which catalyst facilitates the given reaction. Reactant: [C:1]1(=[O:6])[CH2:5][CH2:4][CH:3]=[CH:2]1.C1(C)C=CC(S([CH2:16][N+:17]#[C-:18])(=O)=O)=CC=1.CC(C)([O-])C.O. Product: [CH:16]1[NH:17][CH:18]=[C:5]2[C:1](=[O:6])[CH2:2][CH2:3][C:4]=12. The catalyst class is: 7.